The task is: Predict the reactants needed to synthesize the given product.. This data is from Full USPTO retrosynthesis dataset with 1.9M reactions from patents (1976-2016). (1) Given the product [S:29]1[CH:23]=[CH:24][CH:2]=[C:1]1[C:4]([C@@:6]([C:20](=[O:22])[CH3:21])([C@:8]([C:17](=[O:19])[CH3:18])([C@H:10]([CH2:15][OH:16])[O:11][C:12](=[O:14])[CH3:13])[OH:9])[OH:7])=[O:5], predict the reactants needed to synthesize it. The reactants are: [C:1]([C:4]([C@@:6]([C:20](=[O:22])[CH3:21])([C@:8]([C:17](=[O:19])[CH3:18])([C@H:10]([CH2:15][OH:16])[O:11][C:12](=[O:14])[CH3:13])[OH:9])[OH:7])=[O:5])(=O)[CH3:2].[C:23]1([SH:29])C=CC=C[CH:24]=1.Cl[Sn](Cl)(Cl)Cl.C([O-])(O)=O.[Na+]. (2) Given the product [C:18]1([C:11]2[C:12]3[C:17](=[CH:16][CH:15]=[CH:14][CH:13]=3)[C:8]([CH2:7][C:6]3[CH:5]=[CH:4][C:3]([OH:2])=[CH:25][CH:24]=3)=[N:9][N:10]=2)[CH:19]=[CH:20][CH:21]=[CH:22][CH:23]=1, predict the reactants needed to synthesize it. The reactants are: C[O:2][C:3]1[CH:25]=[CH:24][C:6]([CH2:7][C:8]2[C:17]3[C:12](=[CH:13][CH:14]=[CH:15][CH:16]=3)[C:11]([C:18]3[CH:23]=[CH:22][CH:21]=[CH:20][CH:19]=3)=[N:10][N:9]=2)=[CH:5][CH:4]=1.C(O)(=O)C.Br. (3) Given the product [C:7]([CH:9]1[CH2:10][N:11]([C@H:15]([C:17]2[CH:18]=[CH:19][C:20]([O:23][CH3:24])=[CH:21][CH:22]=2)[CH3:16])[C:12](=[O:14])[CH2:13]1)(=[O:8])[CH3:1], predict the reactants needed to synthesize it. The reactants are: [CH3:1][Mg]Br.CON[C:7]([CH:9]1[CH2:13][C:12](=[O:14])[N:11]([C@H:15]([C:17]2[CH:22]=[CH:21][C:20]([O:23][CH3:24])=[CH:19][CH:18]=2)[CH3:16])[CH2:10]1)=[O:8].Cl. (4) Given the product [CH3:13][CH2:14][CH2:15][CH:16]([NH:20][C:1](=[O:12])/[CH:2]=[CH:3]/[CH2:4][CH2:5][CH2:6][CH2:7][CH2:8][CH2:9][CH3:10])[CH2:17][CH2:18][CH3:19], predict the reactants needed to synthesize it. The reactants are: [C:1]([OH:12])(=O)/[CH:2]=[CH:3]/[CH2:4][CH2:5][CH2:6][CH2:7][CH2:8][CH2:9][CH3:10].[CH3:13][CH2:14][CH2:15][CH:16]([NH2:20])[CH2:17][CH2:18][CH3:19]. (5) Given the product [Cl:39][C:40]1[C:41]([C:50]([F:52])([F:51])[F:53])=[N:42][N:43]([CH2:46][C:47]([N:36]2[CH2:37][CH2:38][N:33]([C:28]3[CH:29]=[CH:30][C:31]([F:32])=[C:26]([F:25])[CH:27]=3)[CH2:34][CH2:35]2)=[O:48])[C:44]=1[CH3:45], predict the reactants needed to synthesize it. The reactants are: CN(C(ON1N=NC2C=CC=NC1=2)=[N+](C)C)C.F[P-](F)(F)(F)(F)F.[F:25][C:26]1[CH:27]=[C:28]([N:33]2[CH2:38][CH2:37][NH:36][CH2:35][CH2:34]2)[CH:29]=[CH:30][C:31]=1[F:32].[Cl:39][C:40]1[C:41]([C:50]([F:53])([F:52])[F:51])=[N:42][N:43]([CH2:46][C:47](O)=[O:48])[C:44]=1[CH3:45].